Dataset: Reaction yield outcomes from USPTO patents with 853,638 reactions. Task: Predict the reaction yield, written as a fraction of the theoretical maximum amount of product (1.0 means a 100% yield; for example, 0.34 means a 34% yield). (1) The reactants are F[C:2]1[CH:9]=[CH:8][C:7]([C:10]2[S:11][CH:12]=[CH:13][CH:14]=2)=[CH:6][C:3]=1[CH:4]=[O:5].[NH:15]1[CH2:19][CH2:18][CH2:17][CH2:16]1. The catalyst is C(OCC)(=O)C. The product is [N:15]1([C:2]2[CH:9]=[CH:8][C:7]([C:10]3[S:11][CH:12]=[CH:13][CH:14]=3)=[CH:6][C:3]=2[CH:4]=[O:5])[CH2:19][CH2:18][CH2:17][CH2:16]1. The yield is 0.320. (2) The reactants are Br[C:2]1[S:6][C:5]([CH2:7][CH2:8][CH:9]([NH:21][C:22](=[O:28])[O:23][C:24]([CH3:27])([CH3:26])[CH3:25])[CH2:10][C:11]2[CH:16]=[CH:15][C:14]([C:17]([F:20])([F:19])[F:18])=[CH:13][CH:12]=2)=[N:4][CH:3]=1.C(OC(N[C@@H](CC1C=NC(C(F)(F)F)=CC=1)CN(C1SC([C:52]2[CH:53]=[C:54]3[C:59](=[CH:60][CH:61]=2)[CH:58]=[N:57][C:56]([F:62])=[CH:55]3)=CN=1)C(=O)OC(C)(C)C)=O)(C)(C)C.C([O-])(=O)C.[K+]. The catalyst is C(#N)C.O. The product is [F:62][C:56]1[N:57]=[CH:58][C:59]2[C:54]([CH:55]=1)=[CH:53][C:52]([C:2]1[S:6][C:5]([CH2:7][CH2:8][CH:9]([NH:21][C:22](=[O:28])[O:23][C:24]([CH3:27])([CH3:26])[CH3:25])[CH2:10][C:11]3[CH:16]=[CH:15][C:14]([C:17]([F:20])([F:19])[F:18])=[CH:13][CH:12]=3)=[N:4][CH:3]=1)=[CH:61][CH:60]=2. The yield is 0.410. (3) The reactants are [Br:1][C:2]1[S:3][C:4]([CH:8]=[O:9])=[C:5]([CH3:7])[N:6]=1.C[Mg+].[Br-].[CH3:13]COCC. The catalyst is C1COCC1. The product is [Br:1][C:2]1[S:3][C:4]([CH:8]([OH:9])[CH3:13])=[C:5]([CH3:7])[N:6]=1. The yield is 0.870. (4) The reactants are [C:1]([O:5][C:6](=[O:15])[C:7]1[CH:12]=[CH:11][C:10]([F:13])=[CH:9][C:8]=1F)([CH3:4])([CH3:3])[CH3:2].C([O-])(O)=O.[Na+].[CH3:21][O:22][CH2:23][C@@H:24]([NH2:26])[CH3:25]. No catalyst specified. The product is [C:1]([O:5][C:6](=[O:15])[C:7]1[CH:12]=[CH:11][C:10]([F:13])=[CH:9][C:8]=1[NH:26][C@@H:24]([CH3:25])[CH2:23][O:22][CH3:21])([CH3:4])([CH3:3])[CH3:2]. The yield is 0.840. (5) The reactants are B1C2CCCC1CCC2.[CH2:10]([C:13]1[N:14]=[N+:15]([O-:23])[C:16]2[CH:22]=[CH:21][CH:20]=[CH:19][C:17]=2[N:18]=1)[CH:11]=[CH2:12].[OH-:24].[Na+].OO. The catalyst is C1COCC1.[Cl-].[Na+].O. The product is [OH:24][CH2:12][CH2:11][CH2:10][C:13]1[N:14]=[N+:15]([O-:23])[C:16]2[CH:22]=[CH:21][CH:20]=[CH:19][C:17]=2[N:18]=1. The yield is 0.870. (6) The reactants are [H-].[Al+3].[Li+].[H-].[H-].[H-].C[O:8][C:9](=O)[CH2:10][CH2:11][CH2:12][C:13]1[CH:18]=[CH:17][C:16]([CH2:19][CH2:20][O:21][C:22]2[C:31]3[C:26](=[CH:27][CH:28]=[CH:29][CH:30]=3)[N:25]=[CH:24][N:23]=2)=[CH:15][CH:14]=1.CCCCC.C(OCC)(=O)C. The catalyst is C(OCC)C.ClCCl.[O-2].[Mn+4].[O-2]. The product is [N:25]1[C:26]2[C:31](=[CH:30][CH:29]=[CH:28][CH:27]=2)[C:22]([O:21][CH2:20][CH2:19][C:16]2[CH:15]=[CH:14][C:13]([CH2:12][CH2:11][CH2:10][CH2:9][OH:8])=[CH:18][CH:17]=2)=[N:23][CH:24]=1. The yield is 0.490. (7) The reactants are [Br:1][C:2]1[CH:3]=[C:4]2[C:9](=[CH:10][CH:11]=1)[NH:8][C:7](=[O:12])[CH:6]=[CH:5]2.Br[CH2:14][C:15]([O:17][CH2:18][CH3:19])=[O:16]. No catalyst specified. The product is [Br:1][C:2]1[CH:3]=[C:4]2[C:9](=[CH:10][CH:11]=1)[N:8]([CH2:14][C:15]([O:17][CH2:18][CH3:19])=[O:16])[C:7](=[O:12])[CH:6]=[CH:5]2. The yield is 1.00. (8) The reactants are [NH2:1][C:2]1[S:6][C:5]2[CH2:7][CH2:8][CH2:9][C:4]=2[C:3]=1[C:10]([C:12]1[CH:17]=[CH:16][CH:15]=[CH:14][CH:13]=1)=O.[CH3:18][C:19](=O)[CH2:20][C:21](=[O:23])[CH3:22]. The yield is 0.470. The product is [CH3:18][C:19]1[N:1]=[C:2]2[S:6][C:5]3[CH2:7][CH2:8][CH2:9][C:4]=3[C:3]2=[C:10]([C:12]2[CH:17]=[CH:16][CH:15]=[CH:14][CH:13]=2)[C:20]=1[C:21](=[O:23])[CH3:22]. The catalyst is C(O)(=O)C.S(=O)(=O)(O)O.